This data is from Full USPTO retrosynthesis dataset with 1.9M reactions from patents (1976-2016). The task is: Predict the reactants needed to synthesize the given product. Given the product [NH2:21][C:20]1[C:15]2[CH:14]=[C:13]([C:12]3[N:11]([CH3:23])[CH:10]=[N:9][C:8]=3[C:5]3[CH:6]=[CH:7][C:2]([NH:1][C:55]([NH:54][CH2:47][C:48]4[CH:53]=[CH:52][CH:51]=[CH:50][CH:49]=4)=[O:56])=[CH:3][CH:4]=3)[S:22][C:16]=2[N:17]=[CH:18][N:19]=1, predict the reactants needed to synthesize it. The reactants are: [NH2:1][C:2]1[CH:7]=[CH:6][C:5]([C:8]2[N:9]=[CH:10][N:11]([CH3:23])[C:12]=2[C:13]2[S:22][C:16]3[N:17]=[CH:18][N:19]=[C:20]([NH2:21])[C:15]=3[CH:14]=2)=[CH:4][CH:3]=1.NC1C=C(C2N=CN(C)C=2C2SC3N=CN=C(N)C=3C=2)C=CC=1.[CH2:47]([N:54]=[C:55]=[O:56])[C:48]1[CH:53]=[CH:52][CH:51]=[CH:50][CH:49]=1.